Regression. Given a peptide amino acid sequence and an MHC pseudo amino acid sequence, predict their binding affinity value. This is MHC class I binding data. From a dataset of Peptide-MHC class I binding affinity with 185,985 pairs from IEDB/IMGT. (1) The peptide sequence is RMILPMSRAFR. The MHC is HLA-C04:01 with pseudo-sequence HLA-C04:01. The binding affinity (normalized) is 0.0847. (2) The peptide sequence is DEFLKVPEW. The MHC is HLA-A02:16 with pseudo-sequence HLA-A02:16. The binding affinity (normalized) is 0.0847. (3) The peptide sequence is SRSKPAAMY. The MHC is HLA-B48:01 with pseudo-sequence HLA-B48:01. The binding affinity (normalized) is 0.0847. (4) The peptide sequence is VERRLVKVL. The MHC is HLA-B44:02 with pseudo-sequence HLA-B44:02. The binding affinity (normalized) is 0.0847. (5) The peptide sequence is QPYHFKDL. The MHC is HLA-A02:02 with pseudo-sequence HLA-A02:02. The binding affinity (normalized) is 0. (6) The peptide sequence is AYISSEATTPV. The MHC is Patr-A0701 with pseudo-sequence Patr-A0701. The binding affinity (normalized) is 0.579. (7) The peptide sequence is DITNILGGV. The MHC is HLA-A02:03 with pseudo-sequence HLA-A02:03. The binding affinity (normalized) is 0.316. (8) The peptide sequence is EFGATVELL. The MHC is Patr-A0901 with pseudo-sequence Patr-A0901. The binding affinity (normalized) is 0. (9) The MHC is Mamu-A01 with pseudo-sequence Mamu-A01. The binding affinity (normalized) is 0. The peptide sequence is TTARSKYPY.